This data is from Reaction yield outcomes from USPTO patents with 853,638 reactions. The task is: Predict the reaction yield, written as a fraction of the theoretical maximum amount of product (1.0 means a 100% yield; for example, 0.34 means a 34% yield). (1) The reactants are [CH3:1][C:2]([CH3:15])([C:9]1[CH:14]=[CH:13][CH:12]=[CH:11][CH:10]=1)[C@@H:3]([C:5](OC)=[O:6])[NH2:4].[H-].[Al+3].[Li+].[H-].[H-].[H-]. The catalyst is C1COCC1. The product is [NH2:4][CH:3]([C:2]([CH3:15])([C:9]1[CH:14]=[CH:13][CH:12]=[CH:11][CH:10]=1)[CH3:1])[CH2:5][OH:6]. The yield is 0.640. (2) The reactants are [CH3:1][C:2]1[S:6][C:5]([C:7]([OH:9])=O)=[CH:4][C:3]=1[C:10]1[N:14]([CH3:15])[N:13]=[CH:12][CH:11]=1.[NH2:16][C@@H:17]([CH2:30][C:31]1[CH:36]=[C:35]([F:37])[CH:34]=[CH:33][C:32]=1[F:38])[CH2:18][N:19]1[C:27](=[O:28])[C:26]2[C:21](=[CH:22][CH:23]=[CH:24][CH:25]=2)[C:20]1=[O:29].FC1C=CC=C(F)C=1C[C@@H](C(O)=O)N.C1CN([P+](Br)(N2CCCC2)N2CCCC2)CC1.F[P-](F)(F)(F)(F)F.CCN(C(C)C)C(C)C. The catalyst is C(Cl)(Cl)Cl. The product is [F:38][C:32]1[CH:33]=[CH:34][C:35]([F:37])=[CH:36][C:31]=1[CH2:30][C@H:17]([NH:16][C:7]([C:5]1[S:6][C:2]([CH3:1])=[C:3]([C:10]2[N:14]([CH3:15])[N:13]=[CH:12][CH:11]=2)[CH:4]=1)=[O:9])[CH2:18][N:19]1[C:27](=[O:28])[C:26]2[C:21](=[CH:22][CH:23]=[CH:24][CH:25]=2)[C:20]1=[O:29]. The yield is 0.520. (3) The reactants are Cl.Cl.[C:3]([C:5]1[CH:10]=[CH:9][C:8]([S:11]([N:14]([CH3:26])[CH2:15][CH2:16][N:17]2[CH2:24][CH:23]3[O:25][CH:19]([CH2:20][NH:21][CH2:22]3)[CH2:18]2)(=[O:13])=[O:12])=[CH:7][CH:6]=1)#[N:4].[F:27][CH:28]([F:43])[O:29][C:30]1[CH:35]=[CH:34][C:33]([CH2:36][CH2:37]OS(C)(=O)=O)=[CH:32][CH:31]=1.C(=O)([O-])[O-].[K+].[K+].O. The catalyst is C(#N)C. The product is [C:3]([C:5]1[CH:10]=[CH:9][C:8]([S:11]([N:14]([CH2:15][CH2:16][N:17]2[CH2:24][CH:23]3[O:25][CH:19]([CH2:20][N:21]([CH2:37][CH2:36][C:33]4[CH:32]=[CH:31][C:30]([O:29][CH:28]([F:27])[F:43])=[CH:35][CH:34]=4)[CH2:22]3)[CH2:18]2)[CH3:26])(=[O:13])=[O:12])=[CH:7][CH:6]=1)#[N:4]. The yield is 0.570. (4) The reactants are [Na].[CH3:2][C@H:3]([CH2:19][CH2:20][CH3:21])[CH2:4][C:5]([N:7]1[C@H:11]([C:12]2[CH:17]=[CH:16][CH:15]=[CH:14][CH:13]=2)[CH2:10][O:9][C:8]1=[O:18])=[O:6].[CH3:22]I. The catalyst is O1CCCC1. The product is [CH3:22][C@H:4]([C@H:3]([CH3:2])[CH2:19][CH2:20][CH3:21])[C:5]([N:7]1[C@H:11]([C:12]2[CH:17]=[CH:16][CH:15]=[CH:14][CH:13]=2)[CH2:10][O:9][C:8]1=[O:18])=[O:6]. The yield is 0.565.